Dataset: Forward reaction prediction with 1.9M reactions from USPTO patents (1976-2016). Task: Predict the product of the given reaction. Given the reactants [BH4-].[Na+].[C:3]([C:6]1[O:7][CH:8]=[C:9]([C:11]([NH:13][CH2:14][C@@H:15]([N:17]2[CH:21]=[CH:20][C:19]([C:22]3[CH:27]=[CH:26][C:25]([C:28]#[N:29])=[C:24]([Cl:30])[C:23]=3[CH3:31])=[N:18]2)[CH3:16])=[O:12])[N:10]=1)(=[O:5])[CH3:4], predict the reaction product. The product is: [Cl:30][C:24]1[C:23]([CH3:31])=[C:22]([C:19]2[CH:20]=[CH:21][N:17]([C@@H:15]([CH3:16])[CH2:14][NH:13][C:11]([C:9]3[N:10]=[C:6]([CH:3]([OH:5])[CH3:4])[O:7][CH:8]=3)=[O:12])[N:18]=2)[CH:27]=[CH:26][C:25]=1[C:28]#[N:29].